From a dataset of Forward reaction prediction with 1.9M reactions from USPTO patents (1976-2016). Predict the product of the given reaction. Given the reactants Cl.[Cl:2][C:3]1[CH:8]=[CH:7][CH:6]=[CH:5][C:4]=1[N:9]1[CH:13]([C:14]2[CH:19]=[CH:18][CH:17]=[C:16]([N:20]3[CH2:25][CH2:24][NH:23][CH2:22][CH2:21]3)[CH:15]=2)[CH2:12][C:11]([C:26]([F:32])([F:31])[C:27]([F:30])([F:29])[F:28])=[N:10]1.C(N(CC)CC)C.[CH3:40][S:41](Cl)(=[O:43])=[O:42], predict the reaction product. The product is: [Cl:2][C:3]1[CH:8]=[CH:7][CH:6]=[CH:5][C:4]=1[N:9]1[CH:13]([C:14]2[CH:19]=[CH:18][CH:17]=[C:16]([N:20]3[CH2:25][CH2:24][N:23]([S:41]([CH3:40])(=[O:43])=[O:42])[CH2:22][CH2:21]3)[CH:15]=2)[CH2:12][C:11]([C:26]([F:32])([F:31])[C:27]([F:29])([F:30])[F:28])=[N:10]1.